This data is from Catalyst prediction with 721,799 reactions and 888 catalyst types from USPTO. The task is: Predict which catalyst facilitates the given reaction. (1) Reactant: OC1C(=O)NN=C(CCC2C=CC=CC=2)C=1.C([O:24][C:25]1[N:26]=[N:27][C:28]([C:39]#[C:40][C:41]2[CH:46]=[CH:45][CH:44]=[C:43]([O:47][CH:48]([F:50])[F:49])[CH:42]=2)=[CH:29][C:30]=1[O:31]CC1C=CC=CC=1)C1C=CC=CC=1.O1CCCC1. Product: [F:50][CH:48]([F:49])[O:47][C:43]1[CH:42]=[C:41]([CH:46]=[CH:45][CH:44]=1)[CH2:40][CH2:39][C:28]1[CH:29]=[C:30]([OH:31])[C:25](=[O:24])[NH:26][N:27]=1. The catalyst class is: 5. (2) Reactant: [CH2:1]([O:8][C:9]1[CH:18]=[C:17]2[C:12]([C:13](Cl)=[N:14][CH:15]=[N:16]2)=[C:11]([O:20][CH2:21][C@H:22]2[CH2:26][CH2:25][CH2:24][N:23]2[C:27]([O:29][C:30]([CH3:33])([CH3:32])[CH3:31])=[O:28])[CH:10]=1)[C:2]1[CH:7]=[CH:6][CH:5]=[CH:4][CH:3]=1.[Cl:34][C:35]1[CH:36]=[C:37]([CH:39]=[CH:40][C:41]=1[F:42])[NH2:38].C(N(CC)C(C)C)(C)C. Product: [CH2:1]([O:8][C:9]1[CH:18]=[C:17]2[C:12]([C:13]([NH:38][C:37]3[CH:39]=[CH:40][C:41]([F:42])=[C:35]([Cl:34])[CH:36]=3)=[N:14][CH:15]=[N:16]2)=[C:11]([O:20][CH2:21][C@H:22]2[CH2:26][CH2:25][CH2:24][N:23]2[C:27]([O:29][C:30]([CH3:33])([CH3:32])[CH3:31])=[O:28])[CH:10]=1)[C:2]1[CH:3]=[CH:4][CH:5]=[CH:6][CH:7]=1. The catalyst class is: 1. (3) Reactant: C(Cl)(=O)C(Cl)=O.CS(C)=O.[Cl:11][C:12]1[N:17]=[C:16]2[CH:18]([OH:21])[CH2:19][CH2:20][C:15]2=[CH:14][CH:13]=1.C(N(CC)CC)C. Product: [Cl:11][C:12]1[N:17]=[C:16]2[C:18](=[O:21])[CH2:19][CH2:20][C:15]2=[CH:14][CH:13]=1. The catalyst class is: 4. (4) Reactant: C(Cl)Cl.B(Br)(Br)Br.C(Cl)Cl.C[O:12][C:13]1[CH:22]=[CH:21][C:16]2[N:17]=[C:18]([CH3:20])[S:19][C:15]=2[CH:14]=1. Product: [CH3:20][C:18]1[S:19][C:15]2[CH:14]=[C:13]([OH:12])[CH:22]=[CH:21][C:16]=2[N:17]=1. The catalyst class is: 6. (5) Reactant: [Cl:1][C:2]1[CH:3]=[C:4]2[NH:11][C:10]([S:12]([CH3:15])(=[O:14])=[O:13])=[N:9][C:5]2=[N:6][C:7]=1[I:8].C(N(CC)CC)C.Cl[CH2:24][O:25][CH2:26][CH2:27][Si:28]([CH3:31])([CH3:30])[CH3:29]. Product: [Cl:1][C:2]1[CH:3]=[C:4]2[N:11]=[C:10]([S:12]([CH3:15])(=[O:14])=[O:13])[N:9]([CH2:24][O:25][CH2:26][CH2:27][Si:28]([CH3:31])([CH3:30])[CH3:29])[C:5]2=[N:6][C:7]=1[I:8]. The catalyst class is: 7. (6) Reactant: [C:1]([O:5][C:6]([N:8]1[CH2:13][CH2:12][CH:11]([O:14][C:15]2[CH:20]=[C:19]([N:21]3[C:29]4[C:24](=[CH:25][C:26]([S:30]([CH3:33])(=[O:32])=[O:31])=[CH:27][CH:28]=4)[CH2:23][CH2:22]3)[N:18]=[CH:17][N:16]=2)[CH2:10][CH2:9]1)=[O:7])([CH3:4])([CH3:3])[CH3:2].C1C=CC(S(N(S(C2C=CC=CC=2)(=O)=O)[F:44])(=O)=O)=CC=1. Product: [C:1]([O:5][C:6]([N:8]1[CH2:9][CH2:10][CH:11]([O:14][C:15]2[C:20]([F:44])=[C:19]([N:21]3[C:29]4[C:24](=[CH:25][C:26]([S:30]([CH3:33])(=[O:31])=[O:32])=[CH:27][CH:28]=4)[CH2:23][CH2:22]3)[N:18]=[CH:17][N:16]=2)[CH2:12][CH2:13]1)=[O:7])([CH3:4])([CH3:3])[CH3:2]. The catalyst class is: 26. (7) Reactant: [F:1][C:2]([F:25])([F:24])[O:3][C:4]1[CH:23]=[CH:22][C:7]([O:8][CH:9]2[CH2:14][CH2:13][N:12]([C:15]3[CH:20]=[CH:19][C:18]([OH:21])=[CH:17][CH:16]=3)[CH2:11][CH2:10]2)=[CH:6][CH:5]=1.[H-].[Na+].Br[C:29]1[N:30]([CH2:37][C@:38]2([CH3:41])[CH2:40][O:39]2)[CH:31]=[C:32]([N+:34]([O-:36])=[O:35])[N:33]=1. Product: [CH3:40][C@@:38]1([CH2:41][O:21][C:18]2[CH:19]=[CH:20][C:15]([N:12]3[CH2:11][CH2:10][CH:9]([O:8][C:7]4[CH:22]=[CH:23][C:4]([O:3][C:2]([F:1])([F:24])[F:25])=[CH:5][CH:6]=4)[CH2:14][CH2:13]3)=[CH:16][CH:17]=2)[O:39][C:29]2=[N:33][C:32]([N+:34]([O-:36])=[O:35])=[CH:31][N:30]2[CH2:37]1. The catalyst class is: 9. (8) Reactant: [H-].[Na+].[Cl:3][C:4]1[CH:9]=[C:8]([Cl:10])[CH:7]=[CH:6][C:5]=1[OH:11].F[C:13]1[C:22]2[C:17](=[CH:18][CH:19]=[CH:20][CH:21]=2)[C:16]([CH:23]=[O:24])=[CH:15][CH:14]=1.Cl. Product: [Cl:3][C:4]1[CH:9]=[C:8]([Cl:10])[CH:7]=[CH:6][C:5]=1[O:11][C:13]1[C:22]2[C:17](=[CH:18][CH:19]=[CH:20][CH:21]=2)[C:16]([CH:23]=[O:24])=[CH:15][CH:14]=1. The catalyst class is: 16. (9) Reactant: Br[CH2:2][CH2:3][O:4][C:5]1[CH:14]=[C:13]2[C:8]([C:9]([O:15][C:16]3[CH:21]=[CH:20][C:19]([NH:22][C:23]([NH:25][C:26]4[CH:31]=[CH:30][C:29]([F:32])=[CH:28][C:27]=4[F:33])=[O:24])=[C:18]([Cl:34])[CH:17]=3)=[CH:10][CH:11]=[N:12]2)=[CH:7][C:6]=1[O:35][CH3:36].C(=O)([O-])[O-].[K+].[K+].[CH3:43][N:44]1[CH2:49][CH2:48][NH:47][CH2:46][CH2:45]1.O. Product: [Cl:34][C:18]1[CH:17]=[C:16]([O:15][C:9]2[C:8]3[C:13](=[CH:14][C:5]([O:4][CH2:3][CH2:2][N:47]4[CH2:48][CH2:49][N:44]([CH3:43])[CH2:45][CH2:46]4)=[C:6]([O:35][CH3:36])[CH:7]=3)[N:12]=[CH:11][CH:10]=2)[CH:21]=[CH:20][C:19]=1[NH:22][C:23]([NH:25][C:26]1[CH:31]=[CH:30][C:29]([F:32])=[CH:28][C:27]=1[F:33])=[O:24]. The catalyst class is: 9. (10) Reactant: [CH3:1][S:2]([C:5]1[CH:10]=[CH:9][C:8]([C:11](=[O:13])[CH3:12])=[CH:7][CH:6]=1)(=[O:4])=[O:3].[Br:14]Br.O. Product: [Br:14][CH2:12][C:11]([C:8]1[CH:9]=[CH:10][C:5]([S:2]([CH3:1])(=[O:3])=[O:4])=[CH:6][CH:7]=1)=[O:13]. The catalyst class is: 22.